From a dataset of Catalyst prediction with 721,799 reactions and 888 catalyst types from USPTO. Predict which catalyst facilitates the given reaction. (1) Reactant: [Br:1][C:2]1[C:3]([CH3:11])=[C:4]2[CH:10]=[CH:9][NH:8][C:5]2=[N:6][CH:7]=1.[Cl:12]N1C(=O)CCC1=O.O. The catalyst class is: 7. Product: [Br:1][C:2]1[C:3]([CH3:11])=[C:4]2[C:10]([Cl:12])=[CH:9][NH:8][C:5]2=[N:6][CH:7]=1. (2) Reactant: [Br:1][C:2]1[CH:3]=[CH:4][C:5]2[O:11][CH2:10][CH2:9][N:8]=[C:7]([CH3:12])[C:6]=2[CH:13]=1.C([O-])(=O)C.[Na+]. Product: [Br:1][C:2]1[CH:3]=[CH:4][C:5]2[O:11][CH2:10][CH2:9][NH:8][CH:7]([CH3:12])[C:6]=2[CH:13]=1. The catalyst class is: 5. (3) Reactant: Cl[C:2]1[N:7]=[C:6]([NH:8][C:9]2[CH:24]=[CH:23][C:12]3[NH:13][C:14]([CH2:16][N:17]4[CH2:22][CH2:21][O:20][CH2:19][CH2:18]4)=[N:15][C:11]=3[CH:10]=2)[N:5]=[C:4]([NH:25][CH2:26][C:27]2[S:28][CH:29]=[CH:30][CH:31]=2)[N:3]=1.[C-:32]#[N:33].[Na+].CS(C)=O. Product: [N:17]1([CH2:16][C:14]2[NH:13][C:12]3[CH:23]=[CH:24][C:9]([NH:8][C:6]4[N:5]=[C:4]([NH:25][CH2:26][C:27]5[S:28][CH:29]=[CH:30][CH:31]=5)[N:3]=[C:2]([C:32]#[N:33])[N:7]=4)=[CH:10][C:11]=3[N:15]=2)[CH2:22][CH2:21][O:20][CH2:19][CH2:18]1. The catalyst class is: 6. (4) Reactant: [Br:1][C:2]1[CH:16]=[CH:15][C:5]([O:6][CH2:7][CH2:8][CH2:9][C:10]([O:12]CC)=[O:11])=[C:4]([O:17][CH3:18])[CH:3]=1.C1COCC1.CO.O.[OH-].[Li+]. Product: [Br:1][C:2]1[CH:16]=[CH:15][C:5]([O:6][CH2:7][CH2:8][CH2:9][C:10]([OH:12])=[O:11])=[C:4]([O:17][CH3:18])[CH:3]=1. The catalyst class is: 6. (5) Reactant: CS(O[CH2:6][CH2:7][O:8][C@H:9]1[CH2:14][CH2:13][C@H:12]([N:15]2[C:20](=[O:21])[C:19]([CH2:22][C:23]3[CH:28]=[CH:27][C:26]([C:29]4[CH:34]=[CH:33][CH:32]=[CH:31][C:30]=4[C:35]#[N:36])=[CH:25][CH:24]=3)=[C:18]([CH2:37][CH2:38][CH3:39])[N:17]3[N:40]=[CH:41][N:42]=[C:16]23)[CH2:11][CH2:10]1)(=O)=O.[NH:43]1[CH2:48][CH2:47][O:46][CH2:45][CH2:44]1.[I-].[Na+]. Product: [N:43]1([CH2:6][CH2:7][O:8][C@H:9]2[CH2:14][CH2:13][C@H:12]([N:15]3[C:20](=[O:21])[C:19]([CH2:22][C:23]4[CH:28]=[CH:27][C:26]([C:29]5[C:30]([C:35]#[N:36])=[CH:31][CH:32]=[CH:33][CH:34]=5)=[CH:25][CH:24]=4)=[C:18]([CH2:37][CH2:38][CH3:39])[N:17]4[N:40]=[CH:41][N:42]=[C:16]34)[CH2:11][CH2:10]2)[CH2:48][CH2:47][O:46][CH2:45][CH2:44]1. The catalyst class is: 7. (6) Reactant: [CH:1]1([N:6]2[C:15]3[N:14]=[C:13]([NH:16][C:17]4[CH:25]=[CH:24][C:20]([C:21](O)=[O:22])=[CH:19][C:18]=4[O:26][CH3:27])[N:12]=[CH:11][C:10]=3[N:9]([CH3:28])[C:8](=[O:29])[C@H:7]2[CH2:30][CH3:31])[CH2:5][CH2:4][CH2:3][CH2:2]1.F[B-](F)(F)F.N1(OC(N(C)C)=[N+](C)C)C2C=CC=CC=2N=N1.CCN(C(C)C)C(C)C.[NH2:63][CH2:64][CH2:65][C@H:66]([NH:75][C:76]([O:78][C:79]([CH3:82])([CH3:81])[CH3:80])=[O:77])[C:67]([O:69][CH:70]1[CH2:74][CH2:73][CH2:72][CH2:71]1)=[O:68]. Product: [C:79]([O:78][C:76]([NH:75][C@@H:66]([CH2:65][CH2:64][NH:63][C:21](=[O:22])[C:20]1[CH:24]=[CH:25][C:17]([NH:16][C:13]2[N:12]=[CH:11][C:10]3[N:9]([CH3:28])[C:8](=[O:29])[C@@H:7]([CH2:30][CH3:31])[N:6]([CH:1]4[CH2:5][CH2:4][CH2:3][CH2:2]4)[C:15]=3[N:14]=2)=[C:18]([O:26][CH3:27])[CH:19]=1)[C:67]([O:69][CH:70]1[CH2:71][CH2:72][CH2:73][CH2:74]1)=[O:68])=[O:77])([CH3:82])([CH3:81])[CH3:80]. The catalyst class is: 2. (7) Reactant: [Cl:1][C:2]1[CH:3]=[C:4]2[C:8](=[C:9]([C:12]([OH:14])=O)[C:10]=1[F:11])[NH:7][CH:6]=[CH:5]2.CN(C(ON1N=NC2C=CC=CC1=2)=[N+](C)C)C.[B-](F)(F)(F)F.C(N(CC)C(C)C)(C)C.[C:46]([C:50]1[CH:67]=[CH:66][C:53]([CH2:54][NH:55][CH2:56][CH2:57][C:58]2[CH:63]=[CH:62][C:61]([F:64])=[C:60]([Cl:65])[CH:59]=2)=[CH:52][CH:51]=1)([CH3:49])([CH3:48])[CH3:47]. Product: [C:46]([C:50]1[CH:67]=[CH:66][C:53]([CH2:54][N:55]([CH2:56][CH2:57][C:58]2[CH:63]=[CH:62][C:61]([F:64])=[C:60]([Cl:65])[CH:59]=2)[C:12]([C:9]2[C:10]([F:11])=[C:2]([Cl:1])[CH:3]=[C:4]3[C:8]=2[NH:7][CH:6]=[CH:5]3)=[O:14])=[CH:52][CH:51]=1)([CH3:49])([CH3:47])[CH3:48]. The catalyst class is: 18. (8) Reactant: [NH2:1][C:2]1[S:3][CH:4]=[C:5]([C:7]([NH:9][C@@H:10]([CH3:26])[CH2:11][N:12]2[CH:16]=[CH:15][C:14]([C:17]3[CH:22]=[CH:21][C:20]([C:23]#[N:24])=[C:19]([Cl:25])[CH:18]=3)=[N:13]2)=[O:8])[N:6]=1.[CH3:27][N:28]([CH3:33])[CH2:29][C:30](O)=[O:31].CCN(C(C)C)C(C)C.C1C=CC2N(O)N=NC=2C=1.CCN=C=NCCCN(C)C. Product: [Cl:25][C:19]1[CH:18]=[C:17]([C:14]2[CH:15]=[CH:16][N:12]([CH2:11][C@@H:10]([NH:9][C:7]([C:5]3[N:6]=[C:2]([NH:1][C:30](=[O:31])[CH2:29][N:28]([CH3:33])[CH3:27])[S:3][CH:4]=3)=[O:8])[CH3:26])[N:13]=2)[CH:22]=[CH:21][C:20]=1[C:23]#[N:24]. The catalyst class is: 2.